Dataset: Catalyst prediction with 721,799 reactions and 888 catalyst types from USPTO. Task: Predict which catalyst facilitates the given reaction. (1) Reactant: FC(F)(F)S(O[C:7]1[CH:15]=[CH:14][C:13]([C:16]2[N:17]([C:32]([O:34][C:35]([CH3:38])([CH3:37])[CH3:36])=[O:33])[C:18]3[C:23]([CH:24]=2)=[CH:22][C:21]([CH2:25][N:26]2[CH2:31][CH2:30][CH2:29][CH2:28][CH2:27]2)=[CH:20][CH:19]=3)=[C:12]2[C:8]=1[CH2:9][NH:10][C:11]2=[O:39])(=O)=O.[C:42](=[O:45])([O-])[O-].[K+].[K+].O. Product: [OH:45][C:42]1[C:14]([CH3:13])=[CH:15][C:7]([C:7]2[CH:15]=[CH:14][C:13]([C:16]3[N:17]([C:32]([O:34][C:35]([CH3:38])([CH3:37])[CH3:36])=[O:33])[C:18]4[C:23]([CH:24]=3)=[CH:22][C:21]([CH2:25][N:26]3[CH2:31][CH2:30][CH2:29][CH2:28][CH2:27]3)=[CH:20][CH:19]=4)=[C:12]3[C:8]=2[CH2:9][NH:10][C:11]3=[O:39])=[CH:8][C:12]=1[CH3:11]. The catalyst class is: 216. (2) Reactant: C(OC([N:8]1[CH2:13][CH2:12][N:11]([C:14]2[CH:19]=[N:18][C:17]([C:20]3[CH:25]=[CH:24][C:23]([Cl:26])=[CH:22][CH:21]=3)=[C:16]([C:27]3[CH:32]=[CH:31][N:30]=[CH:29][C:28]=3[Cl:33])[N:15]=2)[CH2:10][CH2:9]1)=O)(C)(C)C.C(O)(C(F)(F)F)=O. Product: [Cl:26][C:23]1[CH:24]=[CH:25][C:20]([C:17]2[C:16]([C:27]3[CH:32]=[CH:31][N:30]=[CH:29][C:28]=3[Cl:33])=[N:15][C:14]([N:11]3[CH2:10][CH2:9][NH:8][CH2:13][CH2:12]3)=[CH:19][N:18]=2)=[CH:21][CH:22]=1. The catalyst class is: 2. (3) Reactant: [F:1][C:2]1([C:9]2[CH:14]=[CH:13][C:12]([C:15]3[CH2:19][C:18]([C:24]4[CH:29]=[C:28]([Cl:30])[C:27]([Cl:31])=[C:26]([Cl:32])[CH:25]=4)([C:20]([F:23])([F:22])[F:21])[O:17][N:16]=3)=[CH:11][CH:10]=2)[CH2:5][CH:4]([C:6]([OH:8])=O)[CH2:3]1.C(Cl)(=O)C(Cl)=O.[CH3:39][NH:40][CH3:41]. Product: [CH3:39][N:40]([CH3:41])[C:6]([CH:4]1[CH2:5][C:2]([F:1])([C:9]2[CH:10]=[CH:11][C:12]([C:15]3[CH2:19][C:18]([C:24]4[CH:25]=[C:26]([Cl:32])[C:27]([Cl:31])=[C:28]([Cl:30])[CH:29]=4)([C:20]([F:23])([F:22])[F:21])[O:17][N:16]=3)=[CH:13][CH:14]=2)[CH2:3]1)=[O:8]. The catalyst class is: 2. (4) Reactant: [F:1][C:2]1[CH:10]=[CH:9][C:5]([C:6](Cl)=[O:7])=[CH:4][CH:3]=1.[NH:11]1[C:19]2[C:14](=[CH:15][CH:16]=[C:17]([C:20]([O:22][CH3:23])=[O:21])[CH:18]=2)[CH:13]=[CH:12]1.[Cl-].C([Al+]CC)C. Product: [F:1][C:2]1[CH:10]=[CH:9][C:5]([C:6]([C:13]2[C:14]3[C:19](=[CH:18][C:17]([C:20]([O:22][CH3:23])=[O:21])=[CH:16][CH:15]=3)[NH:11][CH:12]=2)=[O:7])=[CH:4][CH:3]=1. The catalyst class is: 26. (5) Reactant: [N:1]1[CH:6]=[CH:5][CH:4]=[C:3]([C:7]2[CH:8]=[C:9]3[C:15]([C:16]4[N:21]=[C:20]([N:22]5[CH2:27][CH2:26][CH:25]([CH2:28][NH:29]C(=O)OC(C)(C)C)[CH2:24][CH2:23]5)[CH:19]=[CH:18][CH:17]=4)=[N:14][N:13](COCC[Si](C)(C)C)[C:10]3=[CH:11][N:12]=2)[CH:2]=1.Cl. Product: [N:1]1[CH:6]=[CH:5][CH:4]=[C:3]([C:7]2[CH:8]=[C:9]3[C:15]([C:16]4[N:21]=[C:20]([N:22]5[CH2:27][CH2:26][CH:25]([CH2:28][NH2:29])[CH2:24][CH2:23]5)[CH:19]=[CH:18][CH:17]=4)=[N:14][NH:13][C:10]3=[CH:11][N:12]=2)[CH:2]=1. The catalyst class is: 12. (6) Reactant: [Br:1][C:2]1[C:10]2[N:9]=[C:8]([C:11]3[CH:16]=[CH:15][C:14]([CH:17]([CH3:19])[CH3:18])=[CH:13][CH:12]=3)[N:7]([CH2:20][CH2:21][O:22][CH3:23])[C:6]=2[C:5]([O:24][CH3:25])=[CH:4][C:3]=1[CH2:26]OS(C)(=O)=O.[NH2:32][C:33]1[CH:38]=[CH:37][CH:36]=[CH:35][CH:34]=1. Product: [Br:1][C:2]1[C:10]2[N:9]=[C:8]([C:11]3[CH:12]=[CH:13][C:14]([CH:17]([CH3:18])[CH3:19])=[CH:15][CH:16]=3)[N:7]([CH2:20][CH2:21][O:22][CH3:23])[C:6]=2[C:5]([O:24][CH3:25])=[CH:4][C:3]=1[CH2:26][NH:32][C:33]1[CH:38]=[CH:37][CH:36]=[CH:35][CH:34]=1. The catalyst class is: 3. (7) Reactant: C([O:8][C@@H:9]1[C@@H:14]([O:15]CC2C=CC=CC=2)[C@H:13]([O:23]CC2C=CC=CC=2)[C@@H:12]([CH2:31][O:32]CC2C=CC=CC=2)[O:11][C@H:10]1[N:40]1[C:48]2[C:43](=[C:44]([CH3:49])[CH:45]=[CH:46][CH:47]=2)[C:42]([CH2:50][C:51]2[CH:56]=[CH:55][C:54](/[CH:57]=[CH:58]/[C:59]([O:61][CH3:62])=[O:60])=[CH:53][CH:52]=2)=[CH:41]1)C1C=CC=CC=1.CO. Product: [C@@H:10]1([N:40]2[C:48]3[C:43](=[C:44]([CH3:49])[CH:45]=[CH:46][CH:47]=3)[C:42]([CH2:50][C:51]3[CH:52]=[CH:53][C:54]([CH2:57][CH2:58][C:59]([O:61][CH3:62])=[O:60])=[CH:55][CH:56]=3)=[CH:41]2)[O:11][C@H:12]([CH2:31][OH:32])[C@@H:13]([OH:23])[C@H:14]([OH:15])[C@H:9]1[OH:8]. The catalyst class is: 457. (8) Reactant: Cl.[NH2:2][C:3]1[CH:8]=[CH:7][C:6]([C:9]2[C:17]3[C:16]([NH2:18])=[N:15][CH:14]=[N:13][C:12]=3[N:11]([CH:19]3[CH2:28][CH2:27][C:22]4(OCC[O:23]4)[CH2:21][CH2:20]3)[CH:10]=2)=[CH:5][C:4]=1[Cl:29]. Product: [NH2:18][C:16]1[C:17]2[C:9]([C:6]3[CH:7]=[CH:8][C:3]([NH2:2])=[C:4]([Cl:29])[CH:5]=3)=[CH:10][N:11]([CH:19]3[CH2:20][CH2:21][C:22](=[O:23])[CH2:27][CH2:28]3)[C:12]=2[N:13]=[CH:14][N:15]=1. The catalyst class is: 21. (9) Reactant: [CH2:1]([O:3][CH:4]([C:11]1[CH:16]=[CH:15][C:14]([OH:17])=[CH:13][CH:12]=1)[CH2:5][C:6]([O:8][CH2:9][CH3:10])=[O:7])[CH3:2].[F:18][C:19]([F:29])([F:28])[C:20]1[CH:25]=[CH:24][C:23]([CH2:26]O)=[CH:22][CH:21]=1.C1(P(C2C=CC=CC=2)C2C=CC=CC=2)C=CC=CC=1.C1(C)C=CC=CC=1.N(C(OCC)=O)=NC(OCC)=O. Product: [CH2:1]([O:3][CH:4]([C:11]1[CH:12]=[CH:13][C:14]([O:17][CH2:26][C:23]2[CH:22]=[CH:21][C:20]([C:19]([F:18])([F:28])[F:29])=[CH:25][CH:24]=2)=[CH:15][CH:16]=1)[CH2:5][C:6]([O:8][CH2:9][CH3:10])=[O:7])[CH3:2]. The catalyst class is: 7.